Task: Predict the reaction yield, written as a fraction of the theoretical maximum amount of product (1.0 means a 100% yield; for example, 0.34 means a 34% yield).. Dataset: Reaction yield outcomes from USPTO patents with 853,638 reactions (1) The reactants are Cl[C:2]1[C:7]([C:8](=[O:22])[CH2:9][C:10]([C:12]2[CH:13]=[C:14]([CH:19]=[CH:20][CH:21]=2)[C:15]([O:17][CH3:18])=[O:16])=[O:11])=[CH:6][CH:5]=[CH:4][N:3]=1.C([O-])([O-])=O.[K+].[K+].Cl. The catalyst is CN(C)C=O.O. The product is [O:22]=[C:8]1[C:7]2[C:2](=[N:3][CH:4]=[CH:5][CH:6]=2)[O:11][C:10]([C:12]2[CH:13]=[C:14]([CH:19]=[CH:20][CH:21]=2)[C:15]([O:17][CH3:18])=[O:16])=[CH:9]1. The yield is 0.930. (2) The reactants are [Cl:1][C:2]1[CH:3]=[C:4]([CH:17]=[CH:18][C:19]=1[O:20][CH2:21][C:22]1[CH:27]=[N:26][CH:25]=[CH:24][N:23]=1)[NH:5][C:6]1[C:15]2[C:10](=[CH:11][CH:12]=[CH:13][C:14]=2F)[N:9]=[CH:8][N:7]=1.[CH3:28][N:29]([CH3:34])[CH2:30][CH:31]([OH:33])[CH3:32]. No catalyst specified. The product is [Cl:1][C:2]1[CH:3]=[C:4]([CH:17]=[CH:18][C:19]=1[O:20][CH2:21][C:22]1[CH:27]=[N:26][CH:25]=[CH:24][N:23]=1)[NH:5][C:6]1[C:15]2[C:10](=[CH:11][CH:12]=[CH:13][C:14]=2[O:33][CH:31]([CH3:32])[CH2:30][N:29]([CH3:34])[CH3:28])[N:9]=[CH:8][N:7]=1. The yield is 0.250. (3) The reactants are [H-].[Na+].[CH2:3]([OH:10])[C:4]1[CH:9]=[CH:8][CH:7]=[CH:6][CH:5]=1.[Br:11][C:12]1[CH:17]=[C:16](F)[CH:15]=[C:14]([F:19])[CH:13]=1.O. The catalyst is C1COCC1. The product is [Br:11][C:12]1[CH:17]=[C:16]([O:10][CH2:3][C:4]2[CH:9]=[CH:8][CH:7]=[CH:6][CH:5]=2)[CH:15]=[C:14]([F:19])[CH:13]=1. The yield is 0.980. (4) The reactants are [Cl:1][C:2]1[CH:47]=[CH:46][C:5]2[N:6]([CH2:37][C:38]3[CH:43]=[CH:42][C:41]([O:44][CH3:45])=[CH:40][CH:39]=3)[C:7](=[O:36])[CH:8]([CH2:28][C:29]3[CH:34]=[CH:33][CH:32]=[CH:31][C:30]=3[Cl:35])[N:9]=[C:10]([C:11]3[CH:12]=[C:13]4[N:19](C(OC(C)(C)C)=O)[C:18](=[O:27])[NH:17][C:14]4=[N:15][CH:16]=3)[C:4]=2[CH:3]=1. The catalyst is Cl.O1CCOCC1. The product is [Cl:1][C:2]1[CH:47]=[CH:46][C:5]2[N:6]([CH2:37][C:38]3[CH:39]=[CH:40][C:41]([O:44][CH3:45])=[CH:42][CH:43]=3)[C:7](=[O:36])[CH:8]([CH2:28][C:29]3[CH:34]=[CH:33][CH:32]=[CH:31][C:30]=3[Cl:35])[N:9]=[C:10]([C:11]3[CH:12]=[C:13]4[NH:19][C:18](=[O:27])[NH:17][C:14]4=[N:15][CH:16]=3)[C:4]=2[CH:3]=1. The yield is 0.950. (5) The reactants are C(OC(=O)[NH:7][C:8]1[CH:9]=[C:10]2[C:14](=[CH:15][CH:16]=1)[NH:13][C:12](=[O:17])/[C:11]/2=[N:18]\[NH:19][C:20](=[O:30])[CH:21]([C:23]1[CH:28]=[CH:27][C:26]([F:29])=[CH:25][CH:24]=1)[CH3:22])(C)(C)C.[C:32]([OH:38])([C:34]([F:37])([F:36])[F:35])=[O:33].ClCCl. No catalyst specified. The product is [F:35][C:34]([F:37])([F:36])[C:32]([OH:38])=[O:33].[NH2:7][C:8]1[CH:9]=[C:10]2[C:14](=[CH:15][CH:16]=1)[NH:13][C:12](=[O:17])/[C:11]/2=[N:18]\[NH:19][C:20](=[O:30])[CH:21]([C:23]1[CH:24]=[CH:25][C:26]([F:29])=[CH:27][CH:28]=1)[CH3:22]. The yield is 1.00.